Dataset: Reaction yield outcomes from USPTO patents with 853,638 reactions. Task: Predict the reaction yield, written as a fraction of the theoretical maximum amount of product (1.0 means a 100% yield; for example, 0.34 means a 34% yield). (1) The product is [O:20]=[S:1]1[C:7]2[CH:8]=[CH:9][CH:10]=[CH:11][C:6]=2[CH2:5][N:4]([C:12](=[O:14])[CH3:13])[CH2:3][CH2:2]1. The reactants are [S:1]1[C:7]2[CH:8]=[CH:9][CH:10]=[CH:11][C:6]=2[CH2:5][N:4]([C:12](=[O:14])[CH3:13])[CH2:3][CH2:2]1.ClC1C=C(C=CC=1)C(OO)=[O:20]. The yield is 0.770. The catalyst is ClCCl. (2) The reactants are [C:1]([S:4][CH:5]1[CH2:10][CH2:9][N:8]([CH:11]([C:17]2[CH:22]=[CH:21][CH:20]=[CH:19][C:18]=2[F:23])[C:12]([CH:14]2[CH2:16][CH2:15]2)=[O:13])[CH2:7]/[C:6]/1=[CH:24]\[CH2:25]O)(=[O:3])[CH3:2].[CH2:27]([O:29][C:30]([C:32]1[CH:36]=[CH:35][NH:34][N:33]=1)=[O:31])[CH3:28]. No catalyst specified. The product is [C:1]([S:4][CH:5]1[CH2:10][CH2:9][N:8]([CH:11]([C:17]2[CH:22]=[CH:21][CH:20]=[CH:19][C:18]=2[F:23])[C:12]([CH:14]2[CH2:15][CH2:16]2)=[O:13])[CH2:7]/[C:6]/1=[CH:24]\[CH2:25][N:34]1[CH:35]=[CH:36][C:32]([C:30]([O:29][CH2:27][CH3:28])=[O:31])=[N:33]1)(=[O:3])[CH3:2]. The yield is 0.120. (3) The reactants are [CH3:1][C:2]1[N:6]([C:7]2[CH:12]=[CH:11][C:10]([O:13][CH2:14][CH2:15][CH2:16][CH2:17][CH2:18][CH2:19][CH2:20][CH3:21])=[CH:9][CH:8]=2)[C:5]([C:22]2[CH:27]=[CH:26][C:25]([OH:28])=[CH:24][CH:23]=2)=[CH:4][CH:3]=1.O[C@@H:30]([CH2:36][C:37]1[CH:42]=[CH:41][CH:40]=[CH:39][CH:38]=1)[C:31]([O:33][CH2:34][CH3:35])=[O:32].C1(P(C2C=CC=CC=2)C2C=CC=CC=2)C=CC=CC=1.N(C(N1CCCCC1)=O)=NC(N1CCCCC1)=O. The catalyst is C1(C)C=CC=CC=1.O. The product is [CH3:1][C:2]1[N:6]([C:7]2[CH:8]=[CH:9][C:10]([O:13][CH2:14][CH2:15][CH2:16][CH2:17][CH2:18][CH2:19][CH2:20][CH3:21])=[CH:11][CH:12]=2)[C:5]([C:22]2[CH:23]=[CH:24][C:25]([O:28][C@H:30]([CH2:36][C:37]3[CH:38]=[CH:39][CH:40]=[CH:41][CH:42]=3)[C:31]([O:33][CH2:34][CH3:35])=[O:32])=[CH:26][CH:27]=2)=[CH:4][CH:3]=1. The yield is 0.396. (4) The reactants are [CH2:1]([O:8][N:9]1[C:15](=[O:16])[N:14]2[CH2:17][C@H:10]1[CH2:11][CH2:12][C@H:13]2[C:18]([OH:20])=O)[C:2]1[CH:7]=[CH:6][CH:5]=[CH:4][CH:3]=1.[NH2:21][O:22][CH:23]1[CH2:28][N:27]([C:29]([O:31][C:32]([CH3:35])([CH3:34])[CH3:33])=[O:30])[CH2:26][C:25]2[N:36]([CH3:39])[N:37]=[CH:38][C:24]1=2.ON1C2C=CC=CC=2N=N1.Cl.C(N=C=NCCCN(C)C)C. The catalyst is C(Cl)Cl. The product is [CH2:1]([O:8][N:9]1[C:15](=[O:16])[N:14]2[CH2:17][C@H:10]1[CH2:11][CH2:12][C@H:13]2[C:18]([NH:21][O:22][CH:23]1[CH2:28][N:27]([C:29]([O:31][C:32]([CH3:33])([CH3:34])[CH3:35])=[O:30])[CH2:26][C:25]2[N:36]([CH3:39])[N:37]=[CH:38][C:24]1=2)=[O:20])[C:2]1[CH:3]=[CH:4][CH:5]=[CH:6][CH:7]=1. The yield is 0.890. (5) The reactants are [Br:1][C:2]1[CH:3]=[N:4][CH:5]=[C:6]([CH:10]=1)[C:7]([OH:9])=O.C(Cl)(=O)C(Cl)=O.[CH:17]1([CH2:20][NH2:21])[CH2:19][CH2:18]1.C([O-])(O)=O.[Na+]. The catalyst is C(Cl)Cl.CN(C=O)C. The product is [Br:1][C:2]1[CH:3]=[N:4][CH:5]=[C:6]([CH:10]=1)[C:7]([NH:21][CH2:20][CH:17]1[CH2:19][CH2:18]1)=[O:9]. The yield is 0.710. (6) The reactants are Br[CH2:2][CH2:3][CH2:4][C:5]([O:7][CH2:8][CH3:9])=[O:6].[CH3:10][N:11]1[CH2:16][CH2:15][NH:14][CH2:13][CH2:12]1.C([O-])([O-])=O.[K+].[K+]. The catalyst is C(#N)C. The product is [CH3:10][N:11]1[CH2:16][CH2:15][N:14]([CH2:2][CH2:3][CH2:4][C:5]([O:7][CH2:8][CH3:9])=[O:6])[CH2:13][CH2:12]1. The yield is 0.960. (7) The reactants are [NH2:1][CH2:2][C@H:3]1[O:7][C@@H:6]([N:8]2[CH:15]=[CH:14][C:12](=[O:13])[NH:11][C:9]2=[O:10])[CH2:5][C@@H:4]1[OH:16].[Cl:17][C:18]1[CH:37]=[CH:36][CH:35]=[CH:34][C:19]=1[C:20](Cl)([C:27]1[CH:32]=[CH:31][CH:30]=[CH:29][CH:28]=1)[C:21]1[CH:26]=[CH:25][CH:24]=[CH:23][CH:22]=1. The catalyst is N1C=CC=CC=1. The product is [Cl:17][C:18]1[CH:37]=[CH:36][CH:35]=[CH:34][C:19]=1[C:20]([NH:1][CH2:2][C@H:3]1[O:7][C@@H:6]([N:8]2[CH:15]=[CH:14][C:12](=[O:13])[NH:11][C:9]2=[O:10])[CH2:5][C@@H:4]1[OH:16])([C:21]1[CH:22]=[CH:23][CH:24]=[CH:25][CH:26]=1)[C:27]1[CH:32]=[CH:31][CH:30]=[CH:29][CH:28]=1. The yield is 0.160.